The task is: Binary Classification. Given a miRNA mature sequence and a target amino acid sequence, predict their likelihood of interaction.. This data is from Experimentally validated miRNA-target interactions with 360,000+ pairs, plus equal number of negative samples. The miRNA is hsa-miR-6769b-5p with sequence UGGUGGGUGGGGAGGAGAAGUGC. The protein sequence of the target gene is MRESALERGPVPEAPAGGPVHAVTVVTLLEKLASMLETLRERQGGLARRQGGLAGSVRRIQSGLGALSRSHDTTSNTLAQLLAKAERVSSHANAAQERAVRRAAQVQRLEANHGLLVARGKLHVLLFKEEGEVPASAFQKAPEPLGPADQSELGPEQLEAEVGESSDEEPVESRAQRLRRTGLQKVQSLRRALSGRKGPAAPPPTPVKPPRLGPGRSAEAQPEAQPALEPTLEPEPPQDTEEDPGRPGAAEEALLQMESVA. Result: 0 (no interaction).